From a dataset of Catalyst prediction with 721,799 reactions and 888 catalyst types from USPTO. Predict which catalyst facilitates the given reaction. (1) Reactant: [Si:1]([O:18][CH2:19][C@H:20]1[O:24][C@@H:23]([N:25]2[CH:32]=[C:31]([CH3:33])[C:29](=[O:30])[N:28](COCC3C=CC=CC=3)[C:26]2=[O:27])[C@H:22]([O:43][CH2:44][CH2:45][OH:46])[C@@H:21]1[OH:47])([C:14]([CH3:17])([CH3:16])[CH3:15])([C:8]1[CH:13]=[CH:12][CH:11]=[CH:10][CH:9]=1)[C:2]1[CH:7]=[CH:6][CH:5]=[CH:4][CH:3]=1. Product: [Si:1]([O:18][CH2:19][C@H:20]1[O:24][C@@H:23]([N:25]2[CH:32]=[C:31]([CH3:33])[C:29](=[O:30])[NH:28][C:26]2=[O:27])[C@H:22]([O:43][CH2:44][CH2:45][OH:46])[C@@H:21]1[OH:47])([C:14]([CH3:16])([CH3:15])[CH3:17])([C:8]1[CH:9]=[CH:10][CH:11]=[CH:12][CH:13]=1)[C:2]1[CH:7]=[CH:6][CH:5]=[CH:4][CH:3]=1. The catalyst class is: 45. (2) Reactant: [CH:1]1([O:6][C:7]2[CH:8]=[C:9]([CH:19]=[CH:20][C:21]=2[O:22][CH3:23])[CH2:10][NH:11][C:12]2[CH:17]=[CH:16][C:15](I)=[CH:14][N:13]=2)[CH2:5][CH2:4][CH2:3][CH2:2]1.[N:24]1[CH:29]=[CH:28][CH:27]=[C:26](B(O)O)[CH:25]=1.C(#N)C.C(=O)([O-])[O-].[Na+].[Na+]. Product: [CH:1]1([O:6][C:7]2[CH:8]=[C:9]([CH:19]=[CH:20][C:21]=2[O:22][CH3:23])[CH2:10][NH:11][C:12]2[N:13]=[CH:14][C:15]([C:26]3[CH:25]=[N:24][CH:29]=[CH:28][CH:27]=3)=[CH:16][CH:17]=2)[CH2:5][CH2:4][CH2:3][CH2:2]1. The catalyst class is: 189. (3) Reactant: [C:1]1([C:7]2[NH:11][N:10]=[N:9][N:8]=2)[CH:6]=[CH:5][CH:4]=[CH:3][CH:2]=1.[CH3:12][N:13]1[CH2:18][CH2:17][NH:16][CH2:15][CH2:14]1.[CH2:19]=O. Product: [CH3:12][N:13]1[CH2:18][CH2:17][N:16]([CH2:19][N:8]2[C:7]([C:1]3[CH:2]=[CH:3][CH:4]=[CH:5][CH:6]=3)=[N:11][N:10]=[N:9]2)[CH2:15][CH2:14]1. The catalyst class is: 5. (4) Reactant: [O:1]([C:8]1[C:13]([NH2:14])=[C:12]([C:15]#[C:16][CH3:17])[N:11]=[CH:10][N:9]=1)[C:2]1[CH:7]=[CH:6][CH:5]=[CH:4][CH:3]=1.CC(C)([O-])C.[K+].O. Product: [CH3:17][C:16]1[NH:14][C:13]2[C:8]([O:1][C:2]3[CH:3]=[CH:4][CH:5]=[CH:6][CH:7]=3)=[N:9][CH:10]=[N:11][C:12]=2[CH:15]=1. The catalyst class is: 7. (5) Reactant: [C:1]([C:3]1[CH:8]=[CH:7][C:6]([CH:9]2[CH2:13][S:12][C:11]3=[N:14][CH:15]=[C:16]([C:17]([O:19]CC)=[O:18])[N:10]23)=[CH:5][CH:4]=1)#[N:2].C(Cl)[Cl:23].[OH-].[Na+]. Product: [ClH:23].[C:1]([C:3]1[CH:8]=[CH:7][C:6]([CH:9]2[CH2:13][S:12][C:11]3=[N:14][CH:15]=[C:16]([C:17]([OH:19])=[O:18])[N:10]23)=[CH:5][CH:4]=1)#[N:2]. The catalyst class is: 8. (6) Reactant: C[O:2][C:3]([C:5]1[S:6][C:7]([C:11]([CH3:14])([CH3:13])[CH3:12])=[CH:8][C:9]=1[NH2:10])=O.C(O)(=O)C.[CH:19](N)=[NH:20]. Product: [C:11]([C:7]1[S:6][C:5]2[C:3]([OH:2])=[N:20][CH:19]=[N:10][C:9]=2[CH:8]=1)([CH3:14])([CH3:13])[CH3:12]. The catalyst class is: 486. (7) Reactant: [O:1]=[C:2]([CH3:20])[CH2:3][CH2:4][C@H:5]([NH:9][C:10]([O:12][CH2:13][C:14]1[CH:19]=[CH:18][CH:17]=[CH:16][CH:15]=1)=[O:11])[C:6]([OH:8])=[O:7].[N+](=[CH2:23])=[N-]. Product: [CH3:23][O:7][C:6](=[O:8])[C@@H:5]([NH:9][C:10]([O:12][CH2:13][C:14]1[CH:15]=[CH:16][CH:17]=[CH:18][CH:19]=1)=[O:11])[CH2:4][CH2:3][C:2](=[O:1])[CH3:20]. The catalyst class is: 7. (8) Reactant: [Cl:1][C:2]1[CH:7]=[CH:6][C:5]([C@H:8]2[C@H:13]([OH:14])[C@@H:12]([OH:15])[C@H:11]([OH:16])[C@@H:10]([CH2:17][OH:18])[O:9]2)=[CH:4][C:3]=1[CH2:19][C:20]1[CH:21]=[C:22]2[C:27](=[CH:28][CH:29]=1)[N:26](CC1C=CC(OC)=CC=1)[CH2:25][CH2:24][CH2:23]2.Cl. Product: [Cl:1][C:2]1[CH:7]=[CH:6][C:5]([C@H:8]2[C@H:13]([OH:14])[C@@H:12]([OH:15])[C@H:11]([OH:16])[C@@H:10]([CH2:17][OH:18])[O:9]2)=[CH:4][C:3]=1[CH2:19][C:20]1[CH:21]=[C:22]2[C:27](=[CH:28][CH:29]=1)[NH:26][CH2:25][CH2:24][CH2:23]2. The catalyst class is: 19. (9) Reactant: F[C:2]1[CH:41]=[CH:40][C:5]([C:6]([NH:8][C@](C2C=CC(F)=C(OC)C=2)(C2C=C(OC(F)(F)C(F)F)C=C(F)C=2)CC2C=CC=CC=2)=[O:7])=[CH:4][C:3]=1[C:42]([F:45])([F:44])[F:43].B(Br)(Br)Br. Product: [F:43][C:42]([F:44])([F:45])[C:3]1[CH:4]=[C:5]([CH:40]=[CH:41][CH:2]=1)[C:6]([NH2:8])=[O:7]. The catalyst class is: 2.